From a dataset of Full USPTO retrosynthesis dataset with 1.9M reactions from patents (1976-2016). Predict the reactants needed to synthesize the given product. (1) Given the product [F:34][C:26]1[CH:25]=[C:24]([C:22]2[S:23][C:19]([CH2:18][O:17][C:14]3[CH:15]=[C:16]4[C:11]([CH:10]=[CH:9][N:8]4[CH2:7][C:6]([OH:36])=[O:5])=[CH:12][CH:13]=3)=[C:20]([CH3:35])[N:21]=2)[CH:29]=[CH:28][C:27]=1[C:30]([F:32])([F:31])[F:33], predict the reactants needed to synthesize it. The reactants are: C([O:5][C:6](=[O:36])[CH2:7][N:8]1[C:16]2[C:11](=[CH:12][CH:13]=[C:14]([O:17][CH2:18][C:19]3[S:23][C:22]([C:24]4[CH:29]=[CH:28][C:27]([C:30]([F:33])([F:32])[F:31])=[C:26]([F:34])[CH:25]=4)=[N:21][C:20]=3[CH3:35])[CH:15]=2)[CH:10]=[CH:9]1)(C)(C)C.[Li+].[OH-]. (2) The reactants are: [NH:1]([C:8]([C@H:10]1[N:14]2[C:15](=[O:41])[C:16]([N:19]([C:31]([O:33][CH2:34][C:35]3[CH:40]=[CH:39][CH:38]=[CH:37][CH:36]=3)=[O:32])[CH2:20][C:21]3[CH:26]=[CH:25][CH:24]=[C:23]([C:27]([F:30])([F:29])[F:28])[CH:22]=3)=[CH:17][N:18]=[C:13]2[C@@:12]([CH2:43][C:44]([OH:46])=[O:45])([CH3:42])[CH2:11]1)=[O:9])[C:2]1[CH:7]=[CH:6][CH:5]=[CH:4][CH:3]=1.C([O-])([O-])=O.[Cs+].[Cs+].[CH:53]1[CH:58]=[CH:57][C:56]([CH2:59]Br)=[CH:55][CH:54]=1. Given the product [NH:1]([C:8]([C@H:10]1[N:14]2[C:15](=[O:41])[C:16]([N:19]([C:31]([O:33][CH2:34][C:35]3[CH:36]=[CH:37][CH:38]=[CH:39][CH:40]=3)=[O:32])[CH2:20][C:21]3[CH:26]=[CH:25][CH:24]=[C:23]([C:27]([F:30])([F:29])[F:28])[CH:22]=3)=[CH:17][N:18]=[C:13]2[C@@:12]([CH2:43][C:44]([O:46][CH2:59][C:56]2[CH:57]=[CH:58][CH:53]=[CH:54][CH:55]=2)=[O:45])([CH3:42])[CH2:11]1)=[O:9])[C:2]1[CH:3]=[CH:4][CH:5]=[CH:6][CH:7]=1, predict the reactants needed to synthesize it. (3) Given the product [Cl:35][C:30]1[CH:31]=[CH:32][CH:33]=[CH:34][C:29]=1[C@H:3]([C:4]1[S:5][C:6]2[C:12]([C:13]3[CH:18]=[C:17]([C:19]([OH:28])([C:20]([F:21])([F:22])[F:23])[C:24]([F:25])([F:26])[F:27])[CH:16]=[CH:15][N:14]=3)=[CH:11][CH:10]=[CH:9][C:7]=2[CH:8]=1)[NH:2][S:46]([C:40]1[CH:41]=[CH:42][C:43]([O:44][CH3:45])=[C:38]([O:37][CH3:36])[CH:39]=1)(=[O:48])=[O:47], predict the reactants needed to synthesize it. The reactants are: Cl.[NH2:2][C@H:3]([C:29]1[CH:34]=[CH:33][CH:32]=[CH:31][C:30]=1[Cl:35])[C:4]1[S:5][C:6]2[C:12]([C:13]3[CH:18]=[C:17]([C:19]([OH:28])([C:24]([F:27])([F:26])[F:25])[C:20]([F:23])([F:22])[F:21])[CH:16]=[CH:15][N:14]=3)=[CH:11][CH:10]=[CH:9][C:7]=2[CH:8]=1.[CH3:36][O:37][C:38]1[CH:39]=[C:40]([S:46](Cl)(=[O:48])=[O:47])[CH:41]=[CH:42][C:43]=1[O:44][CH3:45].C(N(C(C)C)C(C)C)C. (4) The reactants are: [CH3:1][C:2]1([CH3:15])[C:6]2([CH2:10][S:11]([OH:14])(=[O:13])=[O:12])[C:7]([CH2:9][CH:3]1[CH2:4][CH2:5]2)=[O:8].C1[C:21]([OH:22])=CC=CC=1C. Given the product [CH3:10][C:6]([C:7]([O:22][CH3:21])=[O:8])=[CH2:5].[CH3:1][C:2]1([CH3:15])[C:6]2([CH2:10][S:11]([OH:14])(=[O:13])=[O:12])[C:7]([CH2:9][CH:3]1[CH2:4][CH2:5]2)=[O:8], predict the reactants needed to synthesize it. (5) Given the product [N:20]1([C:24]([C:26]2[CH:27]=[N:28][N:29]([CH3:34])[C:30]=2[C:31]([NH:18][C:16]2[CH:17]=[CH:12][N:13]3[CH:19]=[C:10]([C:6]4[CH:7]=[CH:8][CH:9]=[C:4]([O:3][CH2:2][F:1])[CH:5]=4)[N:11]=[C:14]3[N:15]=2)=[O:32])=[O:25])[CH2:21][CH2:22][CH2:23]1, predict the reactants needed to synthesize it. The reactants are: [F:1][CH2:2][O:3][C:4]1[CH:5]=[C:6]([C:10]2[N:11]=[C:12]3[CH:17]=[C:16]([NH2:18])[N:15]=[CH:14][N:13]3[CH:19]=2)[CH:7]=[CH:8][CH:9]=1.[N:20]1([C:24]([C:26]2[CH:27]=[N:28][N:29]([CH3:34])[C:30]=2[C:31](O)=[O:32])=[O:25])[CH2:23][CH2:22][CH2:21]1.CCN(C(C)C)C(C)C.C([O-])(O)=O.[Na+]. (6) The reactants are: [SH:1][C:2]1[N:7]=[CH:6][CH:5]=[CH:4][N:3]=1.I[CH2:9][CH2:10][CH2:11][Si:12]([O:17][CH3:18])([O:15][CH3:16])[O:13][CH3:14]. Given the product [CH3:14][O:13][Si:12]([O:17][CH3:18])([O:15][CH3:16])[CH2:11][CH2:10][CH2:9][S:1][C:2]1[N:7]=[CH:6][CH:5]=[CH:4][N:3]=1, predict the reactants needed to synthesize it.